From a dataset of Reaction yield outcomes from USPTO patents with 853,638 reactions. Predict the reaction yield, written as a fraction of the theoretical maximum amount of product (1.0 means a 100% yield; for example, 0.34 means a 34% yield). (1) The reactants are [CH3:1][O:2][C:3](=[O:17])[C:4]1[CH:9]=[CH:8][CH:7]=[C:6]([N+:10]([O-])=O)[C:5]=1[C:13]([O:15][CH3:16])=[O:14].[H][H]. The catalyst is C(OCC)(=O)C.[Pd]. The product is [CH3:1][O:2][C:3](=[O:17])[C:4]1[CH:9]=[CH:8][CH:7]=[C:6]([NH2:10])[C:5]=1[C:13]([O:15][CH3:16])=[O:14]. The yield is 0.870. (2) The reactants are [P:1]([O-:43])([O-:42])([O:3][C:4](C(C)(C)C)(C(C)(C)C)[N:5]1[CH:10]=[CH:9][C:8]([NH:11][C:12](=[O:32])[C:13]2[CH:18]=[CH:17][C:16]([C:19]([F:22])([F:21])[F:20])=[CH:15][C:14]=2[O:23][C:24]2[CH:29]=[CH:28][C:27]([F:30])=[CH:26][C:25]=2[CH3:31])=[CH:7][C:6]1=[O:33])=[O:2].C(O)(C)C. The product is [P:1]([OH:43])([OH:42])([O:3][CH2:4][N:5]1[CH:10]=[CH:9][C:8]([NH:11][C:12](=[O:32])[C:13]2[CH:18]=[CH:17][C:16]([C:19]([F:20])([F:22])[F:21])=[CH:15][C:14]=2[O:23][C:24]2[CH:29]=[CH:28][C:27]([F:30])=[CH:26][C:25]=2[CH3:31])=[CH:7][C:6]1=[O:33])=[O:2]. The catalyst is C(O)(=O)C. The yield is 0.830. (3) No catalyst specified. The reactants are [CH2:1]([O:8][C:9]([NH:11][C:12]1[C:13]([Cl:24])=[N:14][C:15]([C:18]2[CH:23]=[CH:22][CH:21]=[CH:20][CH:19]=2)=[N:16][CH:17]=1)=[O:10])[C:2]1[CH:7]=[CH:6][CH:5]=[CH:4][CH:3]=1.Cl.[NH2:26][C@H:27]([C:32]([OH:34])=[O:33])C(C)(C)C.[CH2:35](N(CC)CC)C.[CH:42](O)([CH3:44])[CH3:43]. The product is [ClH:24].[C:42]([O:34][C:32](=[O:33])[CH2:27][NH:26][C:13]1[C:12]([NH:11][C:9]([O:8][CH2:1][C:2]2[CH:7]=[CH:6][CH:5]=[CH:4][CH:3]=2)=[O:10])=[CH:17][N:16]=[C:15]([C:18]2[CH:23]=[CH:22][CH:21]=[CH:20][CH:19]=2)[N:14]=1)([CH3:44])([CH3:35])[CH3:43]. The yield is 0.844. (4) The reactants are B([C:4]1[NH:5][C:6]2[C:11]([CH:12]=1)=[CH:10][C:9]([C:13]([O:15][CH2:16][CH3:17])=[O:14])=[CH:8][CH:7]=2)(O)O.C(=O)([O-])[O-].[Na+].[Na+].Cl[C:25]1[N:30]=[CH:29][N:28]=[C:27](Cl)[CH:26]=1.O=O.[ClH:34]. The catalyst is C(O)C.C1C=CC([P]([Pd]([P](C2C=CC=CC=2)(C2C=CC=CC=2)C2C=CC=CC=2)([P](C2C=CC=CC=2)(C2C=CC=CC=2)C2C=CC=CC=2)[P](C2C=CC=CC=2)(C2C=CC=CC=2)C2C=CC=CC=2)(C2C=CC=CC=2)C2C=CC=CC=2)=CC=1.O. The product is [Cl:34][C:29]1[N:28]=[C:27]([C:4]2[NH:5][C:6]3[C:11]([CH:12]=2)=[CH:10][C:9]([C:13]([O:15][CH2:16][CH3:17])=[O:14])=[CH:8][CH:7]=3)[CH:26]=[CH:25][N:30]=1. The yield is 0.930. (5) The reactants are [NH2:1][C:2]1[C:11]2[C:6](=[C:7](I)[C:8]([F:12])=[CH:9][CH:10]=2)[N:5]=[N:4][C:3]=1[C:14]([NH:16][CH2:17][CH2:18][CH3:19])=[O:15].[CH3:20][O:21][C:22]1[CH:27]=[C:26]([F:28])[CH:25]=[CH:24][C:23]=1B(O)O. No catalyst specified. The product is [NH2:1][C:2]1[C:11]2[C:6](=[C:7]([C:23]3[CH:24]=[CH:25][C:26]([F:28])=[CH:27][C:22]=3[O:21][CH3:20])[C:8]([F:12])=[CH:9][CH:10]=2)[N:5]=[N:4][C:3]=1[C:14]([NH:16][CH2:17][CH2:18][CH3:19])=[O:15]. The yield is 0.530.